Dataset: Catalyst prediction with 721,799 reactions and 888 catalyst types from USPTO. Task: Predict which catalyst facilitates the given reaction. (1) Reactant: C([O:3][C:4]([C@H:6]1[CH2:11][CH2:10][C@@H:9]([N:12]2[CH:16]=[CH:15][CH:14]=[N:13]2)[CH2:8][CH2:7]1)=[O:5])C.[OH-].[Na+].Cl. Product: [N:12]1([C@@H:9]2[CH2:8][CH2:7][C@H:6]([C:4]([OH:5])=[O:3])[CH2:11][CH2:10]2)[CH:16]=[CH:15][CH:14]=[N:13]1. The catalyst class is: 12. (2) Reactant: [CH3:1][O:2][C:3]1[C:11]([O:12][CH3:13])=[CH:10][C:6]2[N:7]=[CH:8][NH:9][C:5]=2[CH:4]=1.[H-].[Na+].[CH2:16]([O:18][C:19]([C:21]1[S:25][C:24](Cl)=[N:23][C:22]=1[C:27]1[CH:32]=[CH:31][CH:30]=[CH:29][CH:28]=1)=[O:20])[CH3:17].O. Product: [CH2:16]([O:18][C:19]([C:21]1[S:25][C:24]([N:9]2[C:5]3[CH:4]=[C:3]([O:2][CH3:1])[C:11]([O:12][CH3:13])=[CH:10][C:6]=3[N:7]=[CH:8]2)=[N:23][C:22]=1[C:27]1[CH:32]=[CH:31][CH:30]=[CH:29][CH:28]=1)=[O:20])[CH3:17]. The catalyst class is: 37.